The task is: Predict the product of the given reaction.. This data is from Forward reaction prediction with 1.9M reactions from USPTO patents (1976-2016). (1) Given the reactants [CH2:1]([O:8][C:9]1[CH:14]=[CH:13][C:12]([NH:15][C:16]2[C:25]3[C:20](=[CH:21][CH:22]=[C:23]([C:26]4[O:27][C:28]([CH:31]5OCC[O:32]5)=[CH:29][CH:30]=4)[CH:24]=3)[N:19]=[CH:18][N:17]=2)=[CH:11][C:10]=1[C:36]([F:39])([F:38])[F:37])[C:2]1[CH:7]=[CH:6][CH:5]=[CH:4][CH:3]=1.Cl.O, predict the reaction product. The product is: [CH2:1]([O:8][C:9]1[CH:14]=[CH:13][C:12]([NH:15][C:16]2[C:25]3[C:20](=[CH:21][CH:22]=[C:23]([C:26]4[O:27][C:28]([CH:31]=[O:32])=[CH:29][CH:30]=4)[CH:24]=3)[N:19]=[CH:18][N:17]=2)=[CH:11][C:10]=1[C:36]([F:39])([F:37])[F:38])[C:2]1[CH:7]=[CH:6][CH:5]=[CH:4][CH:3]=1. (2) Given the reactants [Cl:1][C:2]1[CH:10]=[C:9]2[C:5]([CH2:6][C:7](=[O:11])[NH:8]2)=[CH:4][CH:3]=1.[CH3:12][O:13][C:14]([C:16]1([O:20][C:21]2[CH:26]=[CH:25][C:24]([Cl:27])=[CH:23][C:22]=2[CH:28]=O)[CH2:19][CH2:18][CH2:17]1)=[O:15].N1CCCC1, predict the reaction product. The product is: [CH3:12][O:13][C:14]([C:16]1([O:20][C:21]2[CH:26]=[CH:25][C:24]([Cl:27])=[CH:23][C:22]=2/[CH:28]=[C:6]2\[C:7](=[O:11])[NH:8][C:9]3[C:5]\2=[CH:4][CH:3]=[C:2]([Cl:1])[CH:10]=3)[CH2:19][CH2:18][CH2:17]1)=[O:15].